Dataset: Full USPTO retrosynthesis dataset with 1.9M reactions from patents (1976-2016). Task: Predict the reactants needed to synthesize the given product. Given the product [F:37][CH2:24][C:21]1[CH:22]=[CH:23][C:18]([O:17][CH2:16][C:2]([OH:1])([CH3:26])[C:3]([NH:5][C:6]2[CH:11]=[CH:10][C:9]([N+:12]([O-:14])=[O:13])=[C:8]([CH3:15])[CH:7]=2)=[O:4])=[CH:19][CH:20]=1, predict the reactants needed to synthesize it. The reactants are: [OH:1][C:2]([CH3:26])([CH2:16][O:17][C:18]1[CH:23]=[CH:22][C:21]([CH2:24]O)=[CH:20][CH:19]=1)[C:3]([NH:5][C:6]1[CH:11]=[CH:10][C:9]([N+:12]([O-:14])=[O:13])=[C:8]([CH3:15])[CH:7]=1)=[O:4].COCCN(S(F)(F)[F:37])CCOC.C([O-])(O)=O.[Na+].